From a dataset of Forward reaction prediction with 1.9M reactions from USPTO patents (1976-2016). Predict the product of the given reaction. (1) Given the reactants [NH2:1][C:2]1[N:6]=[CH:5][NH:4][N:3]=1.C(N(CC)CC)C.[C:14]([C:16]1[CH:23]=[CH:22][C:19]([CH:20]=O)=[CH:18][CH:17]=1)#[N:15].[C:24]([O:30][CH2:31][CH:32]=[CH2:33])(=[O:29])[CH2:25][C:26]([CH3:28])=O, predict the reaction product. The product is: [CH2:31]([O:30][C:24]([C:25]1[CH:20]([C:19]2[CH:22]=[CH:23][C:16]([C:14]#[N:15])=[CH:17][CH:18]=2)[N:3]2[N:4]=[CH:5][N:6]=[C:2]2[NH:1][C:26]=1[CH3:28])=[O:29])[CH:32]=[CH2:33]. (2) Given the reactants [CH:1]1([CH2:4][O:5][C:6]2[CH:7]=[C:8]3[C:13](=[CH:14][CH:15]=2)[C:12](=[O:16])[N:11]([C:17]2[CH:22]=[CH:21][C:20]([N:23]4[CH2:27][CH2:26][C:25]5([CH2:31][CH2:30][NH:29][CH2:28]5)[CH2:24]4)=[C:19]([F:32])[CH:18]=2)[CH:10]=[CH:9]3)[CH2:3][CH2:2]1.[CH3:33][C:34]1([CH3:37])[CH2:36][O:35]1, predict the reaction product. The product is: [CH:1]1([CH2:4][O:5][C:6]2[CH:7]=[C:8]3[C:13](=[CH:14][CH:15]=2)[C:12](=[O:16])[N:11]([C:17]2[CH:22]=[CH:21][C:20]([N:23]4[CH2:27][CH2:26][C:25]5([CH2:31][CH2:30][N:29]([CH2:33][C:34]([OH:35])([CH3:37])[CH3:36])[CH2:28]5)[CH2:24]4)=[C:19]([F:32])[CH:18]=2)[CH:10]=[CH:9]3)[CH2:3][CH2:2]1. (3) Given the reactants [F:1][C:2]1[CH:10]=[CH:9][C:5]([C:6]([OH:8])=[O:7])=[CH:4][C:3]=1[C:11]([F:14])([F:13])[F:12].O=S(Cl)Cl.[CH3:19]O, predict the reaction product. The product is: [F:1][C:2]1[CH:10]=[CH:9][C:5]([C:6]([O:8][CH3:19])=[O:7])=[CH:4][C:3]=1[C:11]([F:12])([F:13])[F:14].